This data is from TCR-epitope binding with 47,182 pairs between 192 epitopes and 23,139 TCRs. The task is: Binary Classification. Given a T-cell receptor sequence (or CDR3 region) and an epitope sequence, predict whether binding occurs between them. (1) The epitope is YFPLQSYGF. The TCR CDR3 sequence is CASSPSINPGLVGHEQYF. Result: 1 (the TCR binds to the epitope). (2) The epitope is SEVGPEHSLAEY. The TCR CDR3 sequence is CASSYGGASYNEQFF. Result: 1 (the TCR binds to the epitope).